This data is from Forward reaction prediction with 1.9M reactions from USPTO patents (1976-2016). The task is: Predict the product of the given reaction. (1) Given the reactants [NH2:1][C:2]1[CH:7]=[CH:6][N:5]=[C:4]([CH3:8])[CH:3]=1.[C:9]([C:17](Cl)=[O:18])(=[O:16])[C:10]1[CH:15]=[CH:14][CH:13]=[CH:12][CH:11]=1, predict the reaction product. The product is: [CH3:8][C:4]1[CH:3]=[C:2]([NH:1][C:17](=[O:18])[C:9](=[O:16])[C:10]2[CH:15]=[CH:14][CH:13]=[CH:12][CH:11]=2)[CH:7]=[CH:6][N:5]=1. (2) Given the reactants [CH:1]12[CH2:6][CH:5]1[CH2:4][CH:3]([CH2:7][O:8][C:9]1[C:17]([CH:18]3[CH2:20][CH2:19]3)=[CH:16][C:12]([C:13](O)=[O:14])=[C:11]([F:21])[CH:10]=1)[CH2:2]2.CS(N)(=O)=O.[N:27]1([S:31]([NH2:34])(=[O:33])=[O:32])[CH2:30][CH2:29][CH2:28]1, predict the reaction product. The product is: [N:27]1([S:31]([NH:34][C:13](=[O:14])[C:12]2[CH:16]=[C:17]([CH:18]3[CH2:19][CH2:20]3)[C:9]([O:8][CH2:7][CH:3]3[CH2:4][CH:5]4[CH:1]([CH2:6]4)[CH2:2]3)=[CH:10][C:11]=2[F:21])(=[O:33])=[O:32])[CH2:30][CH2:29][CH2:28]1.